From a dataset of Full USPTO retrosynthesis dataset with 1.9M reactions from patents (1976-2016). Predict the reactants needed to synthesize the given product. (1) Given the product [Cl:48][C:5]1[C:4]2[C:8](=[C:9]([C@H:11]([O:14][CH2:15][C:16]3([C:29]4[CH:30]=[CH:31][C:32]([F:35])=[CH:33][CH:34]=4)[CH2:21][CH2:20][N:19]([C:22]([O:24][C:25]([CH3:28])([CH3:27])[CH3:26])=[O:23])[CH2:18][CH2:17]3)[CH2:12][F:13])[CH:10]=[C:2]([Cl:1])[CH:3]=2)[NH:7][N:6]=1, predict the reactants needed to synthesize it. The reactants are: [Cl:1][C:2]1[CH:3]=[C:4]2[C:8](=[C:9]([CH:11]([O:14][CH2:15][C:16]3([C:29]4[CH:34]=[CH:33][C:32]([F:35])=[CH:31][CH:30]=4)[CH2:21][CH2:20][N:19]([C:22]([O:24][C:25]([CH3:28])([CH3:27])[CH3:26])=[O:23])[CH2:18][CH2:17]3)[CH2:12][F:13])[CH:10]=1)[NH:7][N:6]=[CH:5]2.[OH-].[Na+].C(O)C.C1C(=O)N([Cl:48])C(=O)C1. (2) Given the product [CH3:1][O:2][C:3]1[CH:8]=[C:7]([O:9][CH3:10])[N:6]=[C:5]([C:11]([C:19]2[CH:18]=[CH:17][CH:16]=[CH:15][C:14]=2[NH2:13])=[O:23])[N:4]=1, predict the reactants needed to synthesize it. The reactants are: [CH3:1][O:2][C:3]1[CH:8]=[C:7]([O:9][CH3:10])[N:6]=[C:5]([C:11]2[C:19]3[C:14](=[CH:15][CH:16]=[CH:17][CH:18]=3)[NH:13]C=2C)[N:4]=1.C(OCC)(=[O:23])C.O=[O+][O-].